The task is: Predict the reactants needed to synthesize the given product.. This data is from Retrosynthesis with 50K atom-mapped reactions and 10 reaction types from USPTO. (1) The reactants are: CN1CCN(c2ccc(C(=O)O)c(N(C(=O)C(F)(F)F)C3CCOCC3)c2)CC1.Nc1n[nH]c2ncc(Sc3cc(F)cc(F)c3)cc12. Given the product CN1CCN(c2ccc(C(=O)Nc3n[nH]c4ncc(Sc5cc(F)cc(F)c5)cc34)c(N(C(=O)C(F)(F)F)C3CCOCC3)c2)CC1, predict the reactants needed to synthesize it. (2) Given the product COC1(c2ccc(C)cc2)CCC(=NO)CC1, predict the reactants needed to synthesize it. The reactants are: COC1(c2ccc(C)cc2)CCC(=O)CC1.NO. (3) Given the product CCC(C)/C=C(\C=C\C(C)=O)C(C)(C)C, predict the reactants needed to synthesize it. The reactants are: CCC(C)/C=C(\C=C\C(C)O)C(C)(C)C. (4) Given the product CC(C)C(NC(=O)OC(C)(C)C)C(=O)N(C)CCc1ccccc1, predict the reactants needed to synthesize it. The reactants are: CC(C)C(NC(=O)OC(C)(C)C)C(=O)O.CNCCc1ccccc1. (5) The reactants are: COc1ccc(C[C@H](C)[C@H](C)Cc2ccc(OC)c(OCCOCCOCCOCCBr)c2)cc1OC.O=[N+]([O-])c1ncc[nH]1. Given the product COc1ccc(C[C@H](C)[C@H](C)Cc2ccc(OC)c(OCCOCCOCCOCCn3ccnc3[N+](=O)[O-])c2)cc1OC, predict the reactants needed to synthesize it. (6) Given the product COc1nc2ccc(C(O)(c3ccc(C)nc3C)c3cnnn3C)cc2c(Cl)c1C(=O)NC1CC1, predict the reactants needed to synthesize it. The reactants are: COc1nc2ccc(C(O)(c3ccc(C)nc3C)c3cnnn3C)cc2c(Cl)c1C(=O)O.NC1CC1. (7) Given the product CC(C)(C)OC(=O)N(CCCNc1ncc(Cl)n(CC(=O)O)c1=O)CC1CC1, predict the reactants needed to synthesize it. The reactants are: CCOC(=O)Cn1c(Cl)cnc(NCCCN(CC2CC2)C(=O)OC(C)(C)C)c1=O. (8) Given the product CC(C)(C)c1cc(-c2sc(N)nc2CC2CCCCC2)cc(C(C)(C)C)c1, predict the reactants needed to synthesize it. The reactants are: CC(C)(C)c1cc(C(Br)C(=O)CC2CCCCC2)cc(C(C)(C)C)c1.NC(N)=S. (9) The reactants are: CC(NC(=O)OC(C)(C)C)c1ccc(C(=O)C(F)(F)F)cc1.NO. Given the product CC(NC(=O)OC(C)(C)C)c1ccc(C(=NO)C(F)(F)F)cc1, predict the reactants needed to synthesize it.